Dataset: Forward reaction prediction with 1.9M reactions from USPTO patents (1976-2016). Task: Predict the product of the given reaction. (1) Given the reactants [CH3:1][C:2]1([CH3:35])[C:14]2[NH:13][C:12]3[CH:11]=[C:10]([C:15]([NH2:17])=O)[CH:9]=[CH:8][C:7]=3[C:6]=2[C:5](=[O:18])[C:4]2[CH:19]=[N:20][C:21]([N:23]3[CH2:28][CH2:27][CH:26]([N:29]4[CH2:34][CH2:33][O:32][CH2:31][CH2:30]4)[CH2:25][CH2:24]3)=[CH:22][C:3]1=2.S(Cl)(Cl)=O, predict the reaction product. The product is: [CH3:1][C:2]1([CH3:35])[C:14]2[NH:13][C:12]3[CH:11]=[C:10]([C:15]#[N:17])[CH:9]=[CH:8][C:7]=3[C:6]=2[C:5](=[O:18])[C:4]2[CH:19]=[N:20][C:21]([N:23]3[CH2:24][CH2:25][CH:26]([N:29]4[CH2:30][CH2:31][O:32][CH2:33][CH2:34]4)[CH2:27][CH2:28]3)=[CH:22][C:3]1=2. (2) Given the reactants [Li].C1(C)C=CC=CC=1.[F:9][C:10]1[CH:11]=[C:12]([CH:16]=[C:17]([F:21])[C:18]=1[O:19][CH3:20])[C:13](O)=[O:14].S(=O)(=O)(O)O, predict the reaction product. The product is: [F:9][C:10]1[CH:11]=[C:12]([CH2:13][OH:14])[CH:16]=[C:17]([F:21])[C:18]=1[O:19][CH3:20]. (3) Given the reactants [CH:1](=O)[CH:2]=[CH:3][C:4]1C=CC=C[CH:5]=1.[C:11]([C:16]1([C:23]([O:25][CH2:26][CH3:27])=[O:24])[C:20]([CH3:22])(C)[CH2:19][CH2:18][NH:17]1)([O:13][CH2:14][CH3:15])=[O:12], predict the reaction product. The product is: [CH2:26]([O:25][C:23]([C:16]1([C:11]([O:13][CH2:14][CH3:15])=[O:12])[CH:20]([C:22]2[CH:5]=[CH:4][CH:3]=[CH:2][CH:1]=2)[CH2:19][CH2:18][NH:17]1)=[O:24])[CH3:27]. (4) Given the reactants [H-].[Na+].[NH:3]1[CH2:8][C:7](=[O:9])[NH:6][CH2:5][C:4]1=[O:10].[CH:11]1([C@@H:17]([NH:19][C:20]([C:22]2[C:31]3[C:26](=[CH:27][CH:28]=[CH:29][CH:30]=3)[N:25]=[C:24]([C:32]3[CH:37]=[CH:36][CH:35]=[CH:34][CH:33]=3)[C:23]=2[CH2:38]Br)=[O:21])[CH3:18])[CH2:16][CH2:15][CH2:14][CH2:13][CH2:12]1.[Na+].[Cl-], predict the reaction product. The product is: [CH:11]1([C@@H:17]([NH:19][C:20]([C:22]2[C:31]3[C:26](=[CH:27][CH:28]=[CH:29][CH:30]=3)[N:25]=[C:24]([C:32]3[CH:33]=[CH:34][CH:35]=[CH:36][CH:37]=3)[C:23]=2[CH2:38][N:3]2[CH2:8][C:7](=[O:9])[NH:6][CH2:5][C:4]2=[O:10])=[O:21])[CH3:18])[CH2:16][CH2:15][CH2:14][CH2:13][CH2:12]1.